This data is from Forward reaction prediction with 1.9M reactions from USPTO patents (1976-2016). The task is: Predict the product of the given reaction. The product is: [F:7]/[C:6](=[CH:36]\[C:35]1[CH:34]=[CH:33][C:32]([C:27]2[N:26]=[CH:31][CH:30]=[CH:29][N:28]=2)=[CH:39][CH:38]=1)/[CH:4]=[O:5]. Given the reactants CCO[C:4]([CH:6](P(OCC)(OCC)=O)[F:7])=[O:5].[Mg+2].[Br-].[Br-].C(N(CC)CC)C.[N:26]1[CH:31]=[CH:30][CH:29]=[N:28][C:27]=1[C:32]1[CH:39]=[CH:38][C:35]([CH:36]=O)=[CH:34][CH:33]=1, predict the reaction product.